Task: Regression. Given a peptide amino acid sequence and an MHC pseudo amino acid sequence, predict their binding affinity value. This is MHC class II binding data.. Dataset: Peptide-MHC class II binding affinity with 134,281 pairs from IEDB (1) The peptide sequence is TRVVLSEMKEAFHGL. The MHC is DRB1_1101 with pseudo-sequence DRB1_1101. The binding affinity (normalized) is 0.569. (2) The peptide sequence is DPVKLVKMWEDEVKD. The MHC is DRB3_0202 with pseudo-sequence DRB3_0202. The binding affinity (normalized) is 0.298. (3) The peptide sequence is ILNTWLVKPGAGIMI. The MHC is DRB1_0701 with pseudo-sequence DRB1_0701. The binding affinity (normalized) is 0.629. (4) The peptide sequence is SSWIELDEIGEDVAP. The MHC is DRB1_1501 with pseudo-sequence DRB1_1501. The binding affinity (normalized) is 0. (5) The peptide sequence is GGSILKISNKYHTKG. The MHC is DRB1_1101 with pseudo-sequence DRB1_1101. The binding affinity (normalized) is 0.809. (6) The peptide sequence is QTSRLLMRRMRRPTG. The MHC is DRB3_0101 with pseudo-sequence DRB3_0101. The binding affinity (normalized) is 0. (7) The peptide sequence is EKKYFAATQFIPLAA. The MHC is DRB1_0701 with pseudo-sequence DRB1_0701. The binding affinity (normalized) is 0.875.